From a dataset of Catalyst prediction with 721,799 reactions and 888 catalyst types from USPTO. Predict which catalyst facilitates the given reaction. Reactant: Br[C:2]1[CH:7]=[CH:6][C:5]([B:8]([OH:10])[OH:9])=[CH:4][CH:3]=1.[CH3:11][O:12][P:13]([O:16]C)[O:14][CH3:15].N(C(C)(C)C#N)=NC(C)(C)C#N.C([SnH](CCCC)CCCC)CCC. Product: [CH3:11][O:12][P:13]([C:2]1[CH:7]=[CH:6][C:5]([B:8]([OH:10])[OH:9])=[CH:4][CH:3]=1)([O:14][CH3:15])=[O:16]. The catalyst class is: 11.